Dataset: Blood-brain barrier permeability classification from the B3DB database. Task: Regression/Classification. Given a drug SMILES string, predict its absorption, distribution, metabolism, or excretion properties. Task type varies by dataset: regression for continuous measurements (e.g., permeability, clearance, half-life) or binary classification for categorical outcomes (e.g., BBB penetration, CYP inhibition). Dataset: b3db_classification. (1) The drug is COc1ccc(C[C@@H](C)NC[C@H](O)c2ccc(O)c(NC=O)c2)cc1. The result is 1 (penetrates BBB). (2) The drug is COc1cccc2c1C(=O)c1c(O)c3c(c(O)c1C2=O)CC(O)(C(O)CO)CC3O. The result is 0 (does not penetrate BBB).